This data is from Catalyst prediction with 721,799 reactions and 888 catalyst types from USPTO. The task is: Predict which catalyst facilitates the given reaction. Product: [F:23][C:24]([F:37])([F:36])[S:25]([O:1][C:2]1[C:10]2[C:5](=[C:6]([O:11][CH3:12])[N:7]=[CH:8][CH:9]=2)[N:4]([C:13]2[CH:14]=[CH:15][C:16]([S:19](=[O:21])(=[O:20])[NH2:22])=[CH:17][CH:18]=2)[N:3]=1)(=[O:27])=[O:26]. Reactant: [OH:1][C:2]1[C:10]2[C:5](=[C:6]([O:11][CH3:12])[N:7]=[CH:8][CH:9]=2)[N:4]([C:13]2[CH:18]=[CH:17][C:16]([S:19]([NH2:22])(=[O:21])=[O:20])=[CH:15][CH:14]=2)[N:3]=1.[F:23][C:24]([F:37])([F:36])[S:25](O[S:25]([C:24]([F:37])([F:36])[F:23])(=[O:27])=[O:26])(=[O:27])=[O:26].C(=O)([O-])O.[Na+]. The catalyst class is: 17.